This data is from Catalyst prediction with 721,799 reactions and 888 catalyst types from USPTO. The task is: Predict which catalyst facilitates the given reaction. (1) Reactant: [CH:1]([N-]C(C)C)(C)C.[Li+].[CH3:9][CH:10]([CH3:26])[CH2:11][C:12]1[S:13][C:14]2[CH:20]=[CH:19][C:18]([CH2:21][C:22]([O:24][CH3:25])=[O:23])=[CH:17][C:15]=2[N:16]=1.CI. Product: [CH3:9][CH:10]([CH3:26])[CH2:11][C:12]1[S:13][C:14]2[CH:20]=[CH:19][C:18]([CH:21]([CH3:1])[C:22]([O:24][CH3:25])=[O:23])=[CH:17][C:15]=2[N:16]=1. The catalyst class is: 7. (2) Reactant: [CH:1]1([C:6]2[C:15]3[C@@H:14]([OH:16])[CH2:13][C:12]([CH3:18])([CH3:17])[CH2:11][C:10]=3[N:9]=[C:8]([CH:19]([O:21][CH3:22])[CH3:20])[C:7]=2[C:23]2[C:24]([C:31]([F:34])([F:33])[F:32])=[CH:25][CH:26]=[C:27]([CH:29]=[O:30])[CH:28]=2)[CH2:5][CH2:4][CH2:3][CH2:2]1.N1C(C)=CC=CC=1C.[C:43]([Si:47](OS(C(F)(F)F)(=O)=O)([CH3:49])[CH3:48])([CH3:46])([CH3:45])[CH3:44]. Product: [C:43]([Si:47]([CH3:49])([CH3:48])[O:16][C@H:14]1[CH2:13][C:12]([CH3:17])([CH3:18])[CH2:11][C:10]2[N:9]=[C:8]([CH:19]([O:21][CH3:22])[CH3:20])[C:7]([C:23]3[C:24]([C:31]([F:34])([F:32])[F:33])=[CH:25][CH:26]=[C:27]([CH:29]=[O:30])[CH:28]=3)=[C:6]([CH:1]3[CH2:2][CH2:3][CH2:4][CH2:5]3)[C:15]1=2)([CH3:46])([CH3:45])[CH3:44]. The catalyst class is: 11. (3) Reactant: [NH2:1][C@H:2]1[CH2:8][N:7]([CH2:9][C:10]2[CH:15]=[CH:14][CH:13]=[CH:12][CH:11]=2)[CH2:6][CH2:5][N:4]([CH2:16][C:17]2[CH:22]=[CH:21][CH:20]=[CH:19][CH:18]=2)[C:3]1=O.CC(C[AlH]CC(C)C)C.O.[OH-].[Na+]. Product: [CH2:16]([N:4]1[CH2:3][CH:2]([NH2:1])[CH2:8][N:7]([CH2:9][C:10]2[CH:15]=[CH:14][CH:13]=[CH:12][CH:11]=2)[CH2:6][CH2:5]1)[C:17]1[CH:18]=[CH:19][CH:20]=[CH:21][CH:22]=1. The catalyst class is: 207. (4) The catalyst class is: 5. Reactant: [Cl:1][C:2]1[CH:7]=[CH:6][C:5]([N:8]2[C:13](=[O:14])[C:12]3[CH:15]=[N:16][N:17]([C:18]4[CH:23]=[CH:22][CH:21]=[CH:20][CH:19]=4)[C:11]=3[N:10]=[C:9]2[C:24]2[CH:29]=[CH:28][C:27]([C:30](=O)[CH:31]=[CH:32][N:33](C)C)=[CH:26][CH:25]=2)=[CH:4][CH:3]=1.O.[NH2:38]N.Cl. Product: [Cl:1][C:2]1[CH:7]=[CH:6][C:5]([N:8]2[C:13](=[O:14])[C:12]3[CH:15]=[N:16][N:17]([C:18]4[CH:19]=[CH:20][CH:21]=[CH:22][CH:23]=4)[C:11]=3[N:10]=[C:9]2[C:24]2[CH:29]=[CH:28][C:27]([C:30]3[NH:38][N:33]=[CH:32][CH:31]=3)=[CH:26][CH:25]=2)=[CH:4][CH:3]=1. (5) Reactant: [ClH:1].C(OC([N:9]1[CH2:12][CH2:11][C@H:10]1[CH2:13][O:14][C:15]1[CH:16]=[C:17]([CH2:21][C@@H:22]2[CH2:24][C@H:23]2[CH2:25][OH:26])[CH:18]=[N:19][CH:20]=1)=O)(C)(C)C. Product: [ClH:1].[NH:9]1[CH2:12][CH2:11][C@H:10]1[CH2:13][O:14][C:15]1[CH:16]=[C:17]([CH2:21][C@@H:22]2[CH2:24][C@H:23]2[CH2:25][OH:26])[CH:18]=[N:19][CH:20]=1. The catalyst class is: 798. (6) Reactant: [Br:1][C:2]1[CH:3]=[C:4]2[CH:10]=[CH:9][NH:8][C:5]2=[N:6][CH:7]=1.[H-].[Na+].[C:13]1([S:19][S:19][C:13]2[CH:18]=[CH:17][CH:16]=[CH:15][CH:14]=2)[CH:18]=[CH:17][CH:16]=[CH:15][CH:14]=1.O. Product: [Br:1][C:2]1[CH:3]=[C:4]2[C:10]([S:19][C:13]3[CH:18]=[CH:17][CH:16]=[CH:15][CH:14]=3)=[CH:9][NH:8][C:5]2=[N:6][CH:7]=1. The catalyst class is: 3. (7) Reactant: C(N(CC)CC)C.[CH2:8]([O:10][C:11]([C:13]1([CH2:18][O:19][C:20]2[CH:25]=[CH:24][C:23]([C:26]3[CH:31]=[CH:30][C:29]([F:32])=[CH:28][CH:27]=3)=[CH:22][CH:21]=2)[CH2:17][CH2:16][NH:15][CH2:14]1)=[O:12])[CH3:9].[Cl:33][C:34]1[CH:39]=[CH:38][CH:37]=[CH:36][C:35]=1[N:40]=[C:41]=[O:42]. Product: [CH2:8]([O:10][C:11]([C:13]1([CH2:18][O:19][C:20]2[CH:25]=[CH:24][C:23]([C:26]3[CH:27]=[CH:28][C:29]([F:32])=[CH:30][CH:31]=3)=[CH:22][CH:21]=2)[CH2:17][CH2:16][N:15]([C:41](=[O:42])[NH:40][C:35]2[CH:36]=[CH:37][CH:38]=[CH:39][C:34]=2[Cl:33])[CH2:14]1)=[O:12])[CH3:9]. The catalyst class is: 4. (8) Product: [F:51][C:52]([F:57])([F:56])[C:53]([OH:55])=[O:54].[CH:36]1([NH:35][C:34](=[O:46])[CH:18]([NH:17][C:16](=[O:47])[CH:12]([NH:11][C:10](=[O:48])[CH:8]([NH:7][CH3:6])[CH3:9])[CH:13]([CH3:15])[CH3:14])[CH2:19][CH2:20][CH2:21][CH2:22][NH:23][S:24]([C:27]2[CH:28]=[CH:29][C:30]([CH3:33])=[CH:31][CH:32]=2)(=[O:26])=[O:25])[C:45]2[C:40](=[CH:41][CH:42]=[CH:43][CH:44]=2)[CH2:39][CH2:38][CH2:37]1. Reactant: C(O[C:6](=O)[N:7](C)[CH:8]([C:10](=[O:48])[NH:11][CH:12]([C:16](=[O:47])[NH:17][CH:18]([C:34](=[O:46])[NH:35][CH:36]1[C:45]2[C:40](=[CH:41][CH:42]=[CH:43][CH:44]=2)[CH2:39][CH2:38][CH2:37]1)[CH2:19][CH2:20][CH2:21][CH2:22][NH:23][S:24]([C:27]1[CH:32]=[CH:31][C:30]([CH3:33])=[CH:29][CH:28]=1)(=[O:26])=[O:25])[CH:13]([CH3:15])[CH3:14])[CH3:9])(C)(C)C.[F:51][C:52]([F:57])([F:56])[C:53]([OH:55])=[O:54]. The catalyst class is: 4.